Dataset: Catalyst prediction with 721,799 reactions and 888 catalyst types from USPTO. Task: Predict which catalyst facilitates the given reaction. (1) Reactant: [N:1]1[C:10]2[C:5](=[CH:6][C:7]([CH2:11][N:12]3[C:16]4=[N:17][C:18]([C:21]5[CH:26]=[CH:25][C:24]([NH:27]C(=O)C)=[CH:23][CH:22]=5)=[CH:19][CH:20]=[C:15]4[N:14]=[N:13]3)=[CH:8][CH:9]=2)[CH:4]=[CH:3][CH:2]=1.Cl.C(=O)(O)[O-].[Na+]. Product: [N:1]1[C:10]2[C:5](=[CH:6][C:7]([CH2:11][N:12]3[C:16]4=[N:17][C:18]([C:21]5[CH:22]=[CH:23][C:24]([NH2:27])=[CH:25][CH:26]=5)=[CH:19][CH:20]=[C:15]4[N:14]=[N:13]3)=[CH:8][CH:9]=2)[CH:4]=[CH:3][CH:2]=1. The catalyst class is: 8. (2) Reactant: [H-].[Na+].[C:3]1([CH3:14])[CH:8]=[CH:7][C:6]([C:9]2[N:10]=[CH:11][NH:12][CH:13]=2)=[CH:5][CH:4]=1.[Br:15][C:16]1[N:17]=[C:18](Br)[C:19]2[N:20]([CH:22]=[CH:23][N:24]=2)[CH:21]=1.O. Product: [Br:15][C:16]1[N:17]=[C:18]([N:12]2[CH:13]=[C:9]([C:6]3[CH:5]=[CH:4][C:3]([CH3:14])=[CH:8][CH:7]=3)[N:10]=[CH:11]2)[C:19]2[N:20]([CH:22]=[CH:23][N:24]=2)[CH:21]=1. The catalyst class is: 369. (3) Reactant: Br[CH2:2][CH:3]=O.C(OC(OCC)CBr)C.O.O.C(O)(=O)C(O)=O.[Na].[C:23]([O:29][CH2:30][CH3:31])(=[O:28])[CH2:24][C:25]([CH3:27])=O.[CH3:32][O:33][C:34]1[CH:39]=[CH:38][C:37]([NH2:40])=[CH:36][CH:35]=1. Product: [CH2:30]([O:29][C:23]([C:24]1[CH:3]=[CH:2][N:40]([C:37]2[CH:38]=[CH:39][C:34]([O:33][CH3:32])=[CH:35][CH:36]=2)[C:25]=1[CH3:27])=[O:28])[CH3:31]. The catalyst class is: 8. (4) Reactant: [CH3:1][S:2]([N:5]1[CH2:10][CH2:9][CH:8]([CH:11]=O)[CH2:7][CH2:6]1)(=[O:4])=[O:3].N1[CH2:18][CH2:17][CH2:16]CC1.C([CH:22](C(O)=O)[C:23]([OH:25])=[O:24])(C)C.Cl. Product: [CH3:1][S:2]([N:5]1[CH2:6][CH2:7][CH:8]([CH:11]=[CH:22][C:23]([O:25][CH:17]([CH3:16])[CH3:18])=[O:24])[CH2:9][CH2:10]1)(=[O:3])=[O:4]. The catalyst class is: 11. (5) Reactant: [CH3:1][O:2][C:3](=[O:29])[C:4]1[CH:9]=[CH:8][C:7]([CH3:10])=[C:6]([N:11]2[CH:16]=[CH:15][N:14]=[C:13]([NH:17][C:18]([C:21]3[CH:26]=[CH:25][CH:24]=[CH:23][C:22]=3[OH:27])([CH3:20])[CH3:19])[C:12]2=[O:28])[CH:5]=1.C(=O)([O-])[O-].[K+].[K+].Cl[CH2:37][CH2:38][N:39]([CH3:50])[C:40](=[O:49])[O:41][CH2:42][C:43]1[CH:48]=[CH:47][CH:46]=[CH:45][CH:44]=1. Product: [CH3:1][O:2][C:3](=[O:29])[C:4]1[CH:9]=[CH:8][C:7]([CH3:10])=[C:6]([N:11]2[CH:16]=[CH:15][N:14]=[C:13]([NH:17][C:18]([CH3:20])([C:21]3[CH:26]=[CH:25][CH:24]=[CH:23][C:22]=3[O:27][CH2:37][CH2:38][N:39]([CH3:50])[C:40]([O:41][CH2:42][C:43]3[CH:48]=[CH:47][CH:46]=[CH:45][CH:44]=3)=[O:49])[CH3:19])[C:12]2=[O:28])[CH:5]=1. The catalyst class is: 10. (6) Reactant: [N:1]([C:4]1[C:14]([Cl:15])=[CH:13][C:7]([C:8]([NH:10][CH2:11][CH3:12])=[O:9])=[C:6]([O:16][CH3:17])[CH:5]=1)=[N+:2]=[N-:3].O=[C:19]([CH3:26])[CH2:20][C:21]([O:23]CC)=[O:22].[O-]CC.[Na+]. The catalyst class is: 8. Product: [Cl:15][C:14]1[CH:13]=[C:7]([C:8]([NH:10][CH2:11][CH3:12])=[O:9])[C:6]([O:16][CH3:17])=[CH:5][C:4]=1[N:1]1[C:19]([CH3:26])=[C:20]([C:21]([OH:23])=[O:22])[N:3]=[N:2]1. (7) Reactant: [NH:1]([C:3]1[CH:8]=[CH:7][C:6]([N+:9]([O-:11])=[O:10])=[CH:5][N:4]=1)[NH2:2].[CH:12](OC)(OC)OC.FC(F)(F)C(O)=O. Product: [N+:9]([C:6]1[CH:7]=[CH:8][C:3]2[N:4]([CH:12]=[N:2][N:1]=2)[CH:5]=1)([O-:11])=[O:10]. The catalyst class is: 4. (8) Reactant: [SH:1][C:2]1[CH:7]=[CH:6][C:5]([OH:8])=[CH:4][CH:3]=1.C(=O)([O-])[O-].[Cs+].[Cs+].Br[CH2:16][C:17]([O:19][CH2:20][CH3:21])=[O:18]. Product: [OH:8][C:5]1[CH:6]=[CH:7][C:2]([S:1][CH2:16][C:17]([O:19][CH2:20][CH3:21])=[O:18])=[CH:3][CH:4]=1. The catalyst class is: 7. (9) Reactant: [NH2:1][C:2]1[N:10]=[C:9]([CH2:11][O:12][CH3:13])[CH:8]=[CH:7][C:3]=1[C:4]([OH:6])=O.[CH3:14][O:15][C:16]1[CH:21]=[CH:20][C:19]([O:22][C:23]2[CH:30]=[CH:29][C:26]([CH2:27][NH2:28])=[CH:25][CH:24]=2)=[CH:18][CH:17]=1.CN([P+](ON1N=NC2C=CC=CC1=2)(N(C)C)N(C)C)C.F[P-](F)(F)(F)(F)F.C(=O)(O)[O-].[Na+]. Product: [CH3:14][O:15][C:16]1[CH:17]=[CH:18][C:19]([O:22][C:23]2[CH:30]=[CH:29][C:26]([CH2:27][NH:28][C:4](=[O:6])[C:3]3[CH:7]=[CH:8][C:9]([CH2:11][O:12][CH3:13])=[N:10][C:2]=3[NH2:1])=[CH:25][CH:24]=2)=[CH:20][CH:21]=1. The catalyst class is: 338. (10) Reactant: [CH3:1][O:2][C:3](=[O:15])[C:4]1[C:5](=[C:10]([OH:14])[CH:11]=[CH:12][CH:13]=1)[C:6]([O:8][CH3:9])=[O:7].C(=O)([O-])[O-].[K+].[K+].Br[CH2:23][C:24]1[CH:29]=[CH:28][CH:27]=[C:26]([CH3:30])[CH:25]=1. Product: [CH3:1][O:2][C:3](=[O:15])[C:4]1[C:5](=[C:10]([O:14][CH2:23][C:24]2[CH:29]=[CH:28][CH:27]=[C:26]([CH3:30])[CH:25]=2)[CH:11]=[CH:12][CH:13]=1)[C:6]([O:8][CH3:9])=[O:7]. The catalyst class is: 21.